Dataset: CYP2C9 inhibition data for predicting drug metabolism from PubChem BioAssay. Task: Regression/Classification. Given a drug SMILES string, predict its absorption, distribution, metabolism, or excretion properties. Task type varies by dataset: regression for continuous measurements (e.g., permeability, clearance, half-life) or binary classification for categorical outcomes (e.g., BBB penetration, CYP inhibition). Dataset: cyp2c9_veith. (1) The compound is CCC[C@@H]1CC2=CC(=O)CC[C@]2(C)[C@@H]2CC[C@@]3(C)[C@H](CC[C@]3(O)CCC(=O)[O-])[C@H]12.[K+]. The result is 0 (non-inhibitor). (2) The drug is Cc1ccc(NC(=O)C2CCN(S(C)(=O)=O)CC2)cc1. The result is 0 (non-inhibitor). (3) The compound is COc1cccc(NC(=S)NN2CCN(C)CC2)c1. The result is 0 (non-inhibitor). (4) The drug is CCOc1ccc(OCC)c(NC(=O)CN(C)S(=O)(=O)c2cnc[nH]2)c1. The result is 1 (inhibitor). (5) The compound is Cc1cccc(NC(=O)CSc2nc3nc(C)cc(C)c3c(=O)[nH]2)c1. The result is 1 (inhibitor). (6) The compound is O=C(NC(Cc1ccccc1)C(=O)O)/C(=C\c1ccco1)NC(=O)c1ccc(Br)cc1. The result is 1 (inhibitor). (7) The compound is CC[C@]1(OC(=O)CN)C(=O)OCc2c1cc1n(c2=O)Cc2cc3ccccc3nc2-1.Cl. The result is 0 (non-inhibitor). (8) The molecule is CCCS(=O)(=O)N1CCCC(C(=O)NCc2cccnc2)C1. The result is 1 (inhibitor). (9) The molecule is NC(N)=NC(N)=Nc1ccc(S(=O)(=O)O)cc1. The result is 0 (non-inhibitor).